Dataset: Catalyst prediction with 721,799 reactions and 888 catalyst types from USPTO. Task: Predict which catalyst facilitates the given reaction. Reactant: [Cl:1][C:2]1[N:3]=[C:4]([N:14]2[CH2:19][CH2:18][O:17][CH2:16][CH2:15]2)[C:5]2[S:10][C:9]([CH2:11]O)=[C:8]([CH3:13])[C:6]=2[N:7]=1.P(Br)(Br)[Br:21]. Product: [Br:21][CH2:11][C:9]1[S:10][C:5]2[C:4]([N:14]3[CH2:19][CH2:18][O:17][CH2:16][CH2:15]3)=[N:3][C:2]([Cl:1])=[N:7][C:6]=2[C:8]=1[CH3:13]. The catalyst class is: 11.